Dataset: Forward reaction prediction with 1.9M reactions from USPTO patents (1976-2016). Task: Predict the product of the given reaction. (1) Given the reactants C(N(CC)CC)C.[NH2:8][C:9]1[N:17]=[C:16]([CH3:18])[CH:15]=[CH:14][C:10]=1[C:11]([OH:13])=O.[F:19][C:20]([F:37])([F:36])[C:21]1[CH:26]=[CH:25][CH:24]=[CH:23][C:22]=1[O:27][C:28]1[CH:29]=[C:30]([CH:33]=[CH:34][CH:35]=1)[CH2:31][NH2:32].CN([P+](ON1N=NC2C=CC=CC1=2)(N(C)C)N(C)C)C.F[P-](F)(F)(F)(F)F, predict the reaction product. The product is: [F:19][C:20]([F:36])([F:37])[C:21]1[CH:26]=[CH:25][CH:24]=[CH:23][C:22]=1[O:27][C:28]1[CH:29]=[C:30]([CH2:31][NH:32][C:11](=[O:13])[C:10]2[CH:14]=[CH:15][C:16]([CH3:18])=[N:17][C:9]=2[NH2:8])[CH:33]=[CH:34][CH:35]=1. (2) Given the reactants [CH3:1][N:2]([CH3:27])[C:3]1[CH:26]=[CH:25][CH:24]=[CH:23][C:4]=1[CH2:5][N:6]1[CH2:10][CH2:9][C@@H:8]([NH:11][C:12]2[N:13]=[CH:14][C:15](/[CH:18]=[CH:19]/[C:20](O)=[O:21])=[N:16][CH:17]=2)[CH2:7]1.[O:28]1[CH2:33][CH2:32][CH2:31][CH2:30][CH:29]1[O:34][NH2:35].C1C=CC2N(O)N=NC=2C=1.C([O-])(O)=O.[Na+], predict the reaction product. The product is: [CH3:27][N:2]([CH3:1])[C:3]1[CH:26]=[CH:25][CH:24]=[CH:23][C:4]=1[CH2:5][N:6]1[CH2:10][CH2:9][C@@H:8]([NH:11][C:12]2[N:13]=[CH:14][C:15](/[CH:18]=[CH:19]/[C:20]([NH:35][O:34][CH:29]3[CH2:30][CH2:31][CH2:32][CH2:33][O:28]3)=[O:21])=[N:16][CH:17]=2)[CH2:7]1.